The task is: Regression. Given a peptide amino acid sequence and an MHC pseudo amino acid sequence, predict their binding affinity value. This is MHC class I binding data.. This data is from Peptide-MHC class I binding affinity with 185,985 pairs from IEDB/IMGT. (1) The peptide sequence is TTKDYFSFKK. The MHC is HLA-A11:01 with pseudo-sequence HLA-A11:01. The binding affinity (normalized) is 0.979. (2) The peptide sequence is CYNFKVQFLF. The MHC is HLA-A29:02 with pseudo-sequence HLA-A29:02. The binding affinity (normalized) is 0.171. (3) The peptide sequence is YQPANKHYI. The MHC is HLA-A29:02 with pseudo-sequence HLA-A29:02. The binding affinity (normalized) is 0.260. (4) The peptide sequence is ESEVDDPAM. The MHC is HLA-B18:01 with pseudo-sequence HLA-B18:01. The binding affinity (normalized) is 0.0847. (5) The peptide sequence is AFKIGLHTEFQTVSF. The MHC is HLA-B15:01 with pseudo-sequence HLA-B15:01. The binding affinity (normalized) is 0.442. (6) The peptide sequence is LIPVSEVLLK. The MHC is HLA-A31:01 with pseudo-sequence HLA-A31:01. The binding affinity (normalized) is 0.